This data is from Reaction yield outcomes from USPTO patents with 853,638 reactions. The task is: Predict the reaction yield, written as a fraction of the theoretical maximum amount of product (1.0 means a 100% yield; for example, 0.34 means a 34% yield). (1) The reactants are [Br:1][C:2]1[C:3]2[O:12][C:11]([CH:13]=O)=[CH:10][C:4]=2[C:5](=[O:9])[N:6]([CH3:8])[CH:7]=1.[CH2:15]1[CH2:21][O:20][CH2:19][CH2:18][NH:17][CH2:16]1.Cl.C(O)(=O)C. The catalyst is CO. The product is [O:20]1[CH2:21][CH2:15][CH2:16][N:17]([CH2:13][C:11]2[O:12][C:3]3[C:2]([Br:1])=[CH:7][N:6]([CH3:8])[C:5](=[O:9])[C:4]=3[CH:10]=2)[CH2:18][CH2:19]1. The yield is 0.200. (2) The reactants are [Cl:1][C:2]1[CH:3]=[CH:4][C:5]([OH:11])=[C:6]([CH:10]=1)[C:7]([OH:9])=O.O=S(Cl)Cl.N1C=CC=CC=1.[O:22]=[S:23]1(=[O:33])[CH:27]=[CH:26][C:25]2[CH:28]=[CH:29][C:30]([NH2:32])=[CH:31][C:24]1=2.[Li+].[OH-]. The catalyst is C1(C)C=CC=CC=1.CN(C=O)C.CCOC(C)=O.O. The product is [Cl:1][C:2]1[CH:3]=[CH:4][C:5]([OH:11])=[C:6]([CH:10]=1)[C:7]([NH:32][C:30]1[CH:29]=[CH:28][C:25]2[CH:26]=[CH:27][S:23](=[O:33])(=[O:22])[C:24]=2[CH:31]=1)=[O:9]. The yield is 0.220. (3) The reactants are [CH2:1]([O:8][C:9]([NH:11][C:12]1[C:13]([C:29](O)=[O:30])=[N:14][C:15]2[C:20]([CH:21]=1)=[CH:19][CH:18]=[C:17]([N:22]1[CH2:27][CH2:26][NH:25][C:24](=[O:28])[CH2:23]1)[CH:16]=2)=[O:10])[C:2]1[CH:7]=[CH:6][CH:5]=[CH:4][CH:3]=1.[NH2:32][C:33]1[CH:34]=[N:35][CH:36]=[CH:37][C:38]=1[N:39]1[CH2:44][C@H:43]([CH3:45])[CH2:42][C@H:41]([NH:46]C(=O)OC(C)(C)C)[CH2:40]1.CN(C(ON1N=NC2C=CC=NC1=2)=[N+](C)C)C.F[P-](F)(F)(F)(F)F.CCN(C(C)C)C(C)C. The catalyst is CN(C=O)C.CCOC(C)=O.[OH-].[Na+]. The product is [NH2:46][C@H:41]1[CH2:42][C@@H:43]([CH3:45])[CH2:44][N:39]([C:38]2[CH:37]=[CH:36][N:35]=[CH:34][C:33]=2[NH:32][C:29]([C:13]2[C:12]([NH:11][C:9](=[O:10])[O:8][CH2:1][C:2]3[CH:7]=[CH:6][CH:5]=[CH:4][CH:3]=3)=[CH:21][C:20]3[C:15](=[CH:16][C:17]([N:22]4[CH2:27][CH2:26][NH:25][C:24](=[O:28])[CH2:23]4)=[CH:18][CH:19]=3)[N:14]=2)=[O:30])[CH2:40]1. The yield is 0.430. (4) The reactants are Cl.Cl.[Br:3][C:4]1[CH:5]=[C:6]([O:14][CH2:15][C@@H:16]2[CH2:21][CH2:20][CH2:19][NH:18][CH2:17]2)[C:7]2[N:8]([CH:11]=[N:12][CH:13]=2)[C:9]=1[Cl:10].Br[C:23]1C=C(OC[C@@H]2CCCNC2)C2N(C=NC=2)C=1Cl.C=O.O.C(O[BH-](OC(=O)C)OC(=O)C)(=O)C.[Na+]. The catalyst is C(Cl)Cl.CO. The product is [Br:3][C:4]1[CH:5]=[C:6]([O:14][CH2:15][C@@H:16]2[CH2:21][CH2:20][CH2:19][N:18]([CH3:23])[CH2:17]2)[C:7]2[N:8]([CH:11]=[N:12][CH:13]=2)[C:9]=1[Cl:10]. The yield is 0.300. (5) The product is [C:2]([O:6][C:7]([N:9]1[CH2:12][CH:11]([CH2:13][NH:14][C:27]2[N:28]=[C:23]([Cl:22])[N:24]=[C:25]([N:30]3[CH2:31][CH2:32][O:33][CH2:34][CH2:35]3)[N:26]=2)[CH2:10]1)=[O:8])([CH3:5])([CH3:4])[CH3:3]. The yield is 0.460. The reactants are Cl.[C:2]([O:6][C:7]([N:9]1[CH2:12][CH:11]([CH2:13][NH2:14])[CH2:10]1)=[O:8])([CH3:5])([CH3:4])[CH3:3].CCN(CC)CC.[Cl:22][C:23]1[N:28]=[C:27](Cl)[N:26]=[C:25]([N:30]2[CH2:35][CH2:34][O:33][CH2:32][CH2:31]2)[N:24]=1. The catalyst is C1COCC1. (6) The reactants are [Br:1][C:2]1[N:3]([CH2:17][C:18]2[CH:23]=[CH:22][C:21]([OH:24])=[CH:20][CH:19]=2)[C:4]2[C:9]([N:10]=1)=[C:8]([NH2:11])[N:7]=[C:6]([O:12][CH2:13][CH2:14][CH2:15][CH3:16])[N:5]=2.C(=O)([O-])[O-].[K+].[K+].Br[CH2:32][C:33]([O:35][CH2:36][CH3:37])=[O:34]. The catalyst is CN(C=O)C. The product is [Br:1][C:2]1[N:3]([CH2:17][C:18]2[CH:19]=[CH:20][C:21]([O:24][CH2:32][C:33]([O:35][CH2:36][CH3:37])=[O:34])=[CH:22][CH:23]=2)[C:4]2[C:9]([N:10]=1)=[C:8]([NH2:11])[N:7]=[C:6]([O:12][CH2:13][CH2:14][CH2:15][CH3:16])[N:5]=2. The yield is 0.960.